The task is: Predict the product of the given reaction.. This data is from Forward reaction prediction with 1.9M reactions from USPTO patents (1976-2016). (1) Given the reactants [CH2:1]([O:3][C:4](=[O:19])[C:5]1[CH:10]=[C:9]([C:11]([F:14])([F:13])[F:12])[C:8]([CH:15]=[O:16])=[C:7]([Cl:17])[C:6]=1[NH2:18])[CH3:2].[CH2:20]([O:22]C(=O)C1C=C(OC(F)(F)F)C(C2OCCO2)=C(Cl)C=1N)[CH3:21], predict the reaction product. The product is: [CH2:1]([O:3][C:4](=[O:19])[C:5]1[CH:10]=[C:9]([C:11]([F:14])([F:13])[F:12])[C:8]([CH:15]2[O:22][CH2:20][CH2:21][O:16]2)=[C:7]([Cl:17])[C:6]=1[NH2:18])[CH3:2]. (2) Given the reactants [C:1]([NH:4][NH2:5])(=[O:3])[CH3:2].[N:6]([CH3:9])=[C:7]=[S:8], predict the reaction product. The product is: [C:1]([NH:4][NH:5][C:7](=[S:8])[NH:6][CH3:9])(=[O:3])[CH3:2]. (3) Given the reactants Br[C:2]([CH3:6])([CH3:5])[CH:3]=[O:4].[CH2:7]([N:9]1[CH2:14][CH2:13][NH:12][CH2:11][CH2:10]1)[CH3:8].Cl.[OH-].[K+], predict the reaction product. The product is: [CH2:7]([N:9]1[CH2:14][CH2:13][N:12]([C:2]([CH3:6])([CH3:5])[CH:3]=[O:4])[CH2:11][CH2:10]1)[CH3:8]. (4) Given the reactants [CH:1]1[CH:2]=[C:3]([CH2:6][NH:7][C:8]2[C:13]([C:14]([OH:16])=[O:15])=[CH:12][C:11]([S:17]([NH2:20])(=[O:19])=[O:18])=[C:10]([Cl:21])[CH:9]=2)[O:4][CH:5]=1.[CH2:22](Cl)[CH2:23][CH2:24][CH2:25][CH2:26][CH2:27][CH2:28][CH2:29][CH2:30][CH3:31].[I-].[Na+].C(N(CC)CC)C, predict the reaction product. The product is: [NH2:20][S:17]([C:11]1[C:10]([Cl:21])=[CH:9][C:8]([NH:7][CH2:6][C:3]2[O:4][CH:5]=[CH:1][CH:2]=2)=[C:13]([CH:12]=1)[C:14]([O:16][CH2:22][CH2:23][CH2:24][CH2:25][CH2:26][CH2:27][CH2:28][CH2:29][CH2:30][CH3:31])=[O:15])(=[O:19])=[O:18]. (5) Given the reactants [C:1]1(=[O:8])[CH2:7][CH2:6][CH2:5][CH2:4][CH2:3][CH2:2]1.Br[CH2:10][C:11]1[CH:16]=[CH:15][CH:14]=[CH:13][C:12]=1[CH2:17]Br.CC(C)([O-])C.[K+], predict the reaction product. The product is: [CH2:17]1[C:12]2[C:11](=[CH:16][CH:15]=[CH:14][CH:13]=2)[CH2:10][C:2]21[CH2:3][CH2:4][CH2:5][CH2:6][CH2:7][C:1]2=[O:8]. (6) Given the reactants [F:1][C:2]1[C:3]([N+:14]([O-])=O)=[C:4]([CH:7]=[C:8]([O:12][CH3:13])[C:9]=1[O:10][CH3:11])[C:5]#[N:6].S(S([O-])=O)([O-])=O.[Na+].[Na+], predict the reaction product. The product is: [NH2:14][C:3]1[C:2]([F:1])=[C:9]([O:10][CH3:11])[C:8]([O:12][CH3:13])=[CH:7][C:4]=1[C:5]#[N:6]. (7) Given the reactants Cl[C:2]1[N:3]=[C:4]([N:24]2[CH2:29][CH2:28][O:27][CH2:26][CH2:25]2)[C:5]2[S:10][C:9]([C:11]3[CH:12]=[C:13]([S:17]([CH2:20][C@H:21]([OH:23])[CH3:22])(=[O:19])=[O:18])[CH:14]=[CH:15][CH:16]=3)=[CH:8][C:6]=2[N:7]=1.[NH2:30][C:31]1[N:36]=[CH:35][C:34](B2OC(C)(C)C(C)(C)O2)=[CH:33][N:32]=1, predict the reaction product. The product is: [NH2:30][C:31]1[N:36]=[CH:35][C:34]([C:2]2[N:3]=[C:4]([N:24]3[CH2:29][CH2:28][O:27][CH2:26][CH2:25]3)[C:5]3[S:10][C:9]([C:11]4[CH:12]=[C:13]([S:17]([CH2:20][C@H:21]([OH:23])[CH3:22])(=[O:19])=[O:18])[CH:14]=[CH:15][CH:16]=4)=[CH:8][C:6]=3[N:7]=2)=[CH:33][N:32]=1. (8) The product is: [Cl:1][C:2]1[CH:7]=[CH:6][C:5]([C:8]2[CH:9]([C:26]3[CH:27]=[CH:28][C:29]([I:32])=[CH:30][CH:31]=3)[O:10][C:11]3[C:16]([C:17]=2[CH3:34])=[CH:15][C:14]([OH:19])=[CH:13][CH:12]=3)=[CH:4][C:3]=1[F:33]. Given the reactants [Cl:1][C:2]1[CH:7]=[CH:6][C:5]([CH:8]2[C:17](=O)[C:16]3[C:11](=[CH:12][CH:13]=[C:14]([O:19]C4CCCCO4)[CH:15]=3)[O:10][CH:9]2[C:26]2[CH:31]=[CH:30][C:29]([I:32])=[CH:28][CH:27]=2)=[CH:4][C:3]=1[F:33].[CH3:34][Mg]Cl, predict the reaction product.